Predict the reactants needed to synthesize the given product. From a dataset of Full USPTO retrosynthesis dataset with 1.9M reactions from patents (1976-2016). (1) Given the product [CH3:25][O:24][C:11]1[CH:12]=[C:13]([C:20]([F:21])([F:22])[F:23])[CH:14]=[C:15]([C:16]([F:19])([F:18])[F:17])[C:10]=1[C:9]([NH:8][CH:3]1[CH2:4][CH2:5][CH2:6][CH2:7][CH:2]1[NH:1][CH:30]1[CH2:31][CH2:32][O:27][CH2:28][CH2:29]1)=[O:26], predict the reactants needed to synthesize it. The reactants are: [NH2:1][C@H:2]1[CH2:7][CH2:6][CH2:5][CH2:4][C@H:3]1[NH:8][C:9](=[O:26])[C:10]1[C:15]([C:16]([F:19])([F:18])[F:17])=[CH:14][C:13]([C:20]([F:23])([F:22])[F:21])=[CH:12][C:11]=1[O:24][CH3:25].[O:27]1[CH2:32][CH2:31][C:30](=O)[CH2:29][CH2:28]1. (2) Given the product [CH2:22]([CH:19]1[CH2:18][CH2:17][N:16]([C:14](=[O:15])[CH2:13][NH:1][C:2]2[CH:11]=[CH:10][C:5]3[NH:6][C:7](=[O:9])[S:8][C:4]=3[CH:3]=2)[CH2:21][CH2:20]1)[C:23]1[CH:28]=[CH:27][CH:26]=[CH:25][CH:24]=1, predict the reactants needed to synthesize it. The reactants are: [NH2:1][C:2]1[CH:11]=[CH:10][C:5]2[NH:6][C:7](=[O:9])[S:8][C:4]=2[CH:3]=1.Cl[CH2:13][C:14]([N:16]1[CH2:21][CH2:20][CH:19]([CH2:22][C:23]2[CH:28]=[CH:27][CH:26]=[CH:25][CH:24]=2)[CH2:18][CH2:17]1)=[O:15]. (3) Given the product [Cl:8][C:4]1[CH:5]=[CH:6][CH:7]=[C:2]([Cl:1])[C:3]=1[C:9]1[C:13]([CH2:14][O:15][C:16]2[CH:17]=[CH:18][C:19]([C:22]3[CH:23]=[C:24]4[C:29](=[CH:30][CH:31]=3)[CH:28]([C:32]([OH:34])=[O:33])[CH2:27][CH2:26][CH2:25]4)=[CH:20][CH:21]=2)=[C:12]([CH:36]([CH3:38])[CH3:37])[O:11][N:10]=1, predict the reactants needed to synthesize it. The reactants are: [Cl:1][C:2]1[CH:7]=[CH:6][CH:5]=[C:4]([Cl:8])[C:3]=1[C:9]1[C:13]([CH2:14][O:15][C:16]2[CH:21]=[CH:20][C:19]([C:22]3[CH:23]=[C:24]4[C:29](=[CH:30][CH:31]=3)[CH:28]([C:32]([O:34]C)=[O:33])[CH2:27][CH2:26][CH2:25]4)=[CH:18][CH:17]=2)=[C:12]([CH:36]([CH3:38])[CH3:37])[O:11][N:10]=1. (4) Given the product [F:45][C:44]([F:47])([F:46])[C:42]([O-:48])=[O:43].[CH2:1]([O:8][C:9]([NH:11][C@H:12]([C:25]1[NH:26][C:27]([C:30]2[CH:39]=[CH:38][C:37]3[C:32](=[CH:33][CH:34]=[C:35]([O:40][CH3:41])[CH:36]=3)[CH:31]=2)=[CH:28][NH+:29]=1)[CH2:13][CH2:14][CH2:15][CH2:16][CH2:17][C:18]([OH:20])=[O:19])=[O:10])[C:2]1[CH:7]=[CH:6][CH:5]=[CH:4][CH:3]=1, predict the reactants needed to synthesize it. The reactants are: [CH2:1]([O:8][C:9]([NH:11][C@H:12]([C:25]1[NH:26][C:27]([C:30]2[CH:39]=[CH:38][C:37]3[C:32](=[CH:33][CH:34]=[C:35]([O:40][CH3:41])[CH:36]=3)[CH:31]=2)=[CH:28][N:29]=1)[CH2:13][CH2:14][CH2:15][CH2:16][CH2:17][C:18]([O:20]C(C)(C)C)=[O:19])=[O:10])[C:2]1[CH:7]=[CH:6][CH:5]=[CH:4][CH:3]=1.[C:42]([OH:48])([C:44]([F:47])([F:46])[F:45])=[O:43].C1(C)C=CC=CC=1.CCOCC. (5) The reactants are: [CH:1]([C:4]1[CH:13]=[C:12]2[C:7]([C:8](=[O:20])[N:9]([NH:15][S:16]([CH3:19])(=[O:18])=[O:17])[C:10](=[O:14])[NH:11]2)=[CH:6][C:5]=1[C:21]1[N:22]([CH3:26])[N:23]=[CH:24][CH:25]=1)([CH3:3])[CH3:2].[C:27](Cl)(=[O:30])[CH2:28][CH3:29]. Given the product [CH:1]([C:4]1[CH:13]=[C:12]2[C:7]([C:8](=[O:20])[N:9]([N:15]([C:27](=[O:30])[CH2:28][CH3:29])[S:16]([CH3:19])(=[O:17])=[O:18])[C:10](=[O:14])[NH:11]2)=[CH:6][C:5]=1[C:21]1[N:22]([CH3:26])[N:23]=[CH:24][CH:25]=1)([CH3:3])[CH3:2], predict the reactants needed to synthesize it. (6) The reactants are: [CH3:1][C:2]1[C:3]([S:8]([N:11]([CH2:19][C:20](O)=[O:21])[C:12]2[CH:13]=[C:14]([CH3:18])[CH:15]=[CH:16][CH:17]=2)(=[O:10])=[O:9])=[N:4][CH:5]=[CH:6][CH:7]=1.[CH2:23]([NH:25][CH2:26][C:27]1[CH:32]=[CH:31][CH:30]=[CH:29][N:28]=1)[CH3:24]. Given the product [CH2:23]([N:25]([CH2:26][C:27]1[CH:32]=[CH:31][CH:30]=[CH:29][N:28]=1)[C:20](=[O:21])[CH2:19][N:11]([S:8]([C:3]1[C:2]([CH3:1])=[CH:7][CH:6]=[CH:5][N:4]=1)(=[O:9])=[O:10])[C:12]1[CH:13]=[C:14]([CH3:18])[CH:15]=[CH:16][CH:17]=1)[CH3:24], predict the reactants needed to synthesize it. (7) Given the product [OH:12][C:10]1([CH3:11])[O:21][C:17](=[O:20])[CH:18]=[C:9]1[C:7]1[CH:8]=[C:3]([C:2]([F:15])([F:16])[F:1])[CH:4]=[CH:5][C:6]=1[O:13][CH3:14], predict the reactants needed to synthesize it. The reactants are: [F:1][C:2]([F:16])([F:15])[C:3]1[CH:4]=[CH:5][C:6]([O:13][CH3:14])=[C:7]([CH2:9][C:10](=[O:12])[CH3:11])[CH:8]=1.[C:17]([OH:21])(=[O:20])[CH:18]=O. (8) Given the product [N:13]1[CH:12]=[CH:11][C:10]([CH2:9][N:6]2[C:7]3[N:8]=[CH:18][NH:1][C:2]=3[C:3](=[O:17])[NH:4][C:5]2=[S:16])=[CH:15][CH:14]=1, predict the reactants needed to synthesize it. The reactants are: [NH2:1][C:2]1[C:3](=[O:17])[NH:4][C:5](=[S:16])[N:6]([CH2:9][C:10]2[CH:15]=[CH:14][N:13]=[CH:12][CH:11]=2)[C:7]=1[NH2:8].[CH:18](O)=O.